This data is from Reaction yield outcomes from USPTO patents with 853,638 reactions. The task is: Predict the reaction yield, written as a fraction of the theoretical maximum amount of product (1.0 means a 100% yield; for example, 0.34 means a 34% yield). The reactants are O[CH2:2][C:3]1[CH:12]=[N:11][C:10]2[N:9]3[CH2:13][CH2:14][CH2:15][CH2:16][CH:8]3[C:7](=[O:17])[NH:6][C:5]=2[CH:4]=1.[CH2:18]([NH:20][C:21](=[O:34])[C:22]1[CH:27]=[CH:26][C:25]([N:28]2[CH2:33][CH2:32][NH:31][CH2:30][CH2:29]2)=[CH:24][CH:23]=1)[CH3:19].[I-].C(C[P+](C)(C)C)#N.C(N(CC)C(C)C)(C)C. The catalyst is C(#N)CC. The product is [CH2:18]([NH:20][C:21](=[O:34])[C:22]1[CH:23]=[CH:24][C:25]([N:28]2[CH2:29][CH2:30][N:31]([CH2:2][C:3]3[CH:12]=[N:11][C:10]4[N:9]5[CH2:13][CH2:14][CH2:15][CH2:16][CH:8]5[C:7](=[O:17])[NH:6][C:5]=4[CH:4]=3)[CH2:32][CH2:33]2)=[CH:26][CH:27]=1)[CH3:19]. The yield is 0.582.